Dataset: Catalyst prediction with 721,799 reactions and 888 catalyst types from USPTO. Task: Predict which catalyst facilitates the given reaction. (1) Reactant: [CH3:1][C:2]1[C:3]([C:22]([OH:24])=O)=[CH:4][C:5]2[C:6]3[N:15]([CH:16]4[CH2:21][CH2:20][O:19][CH2:18][CH2:17]4)[N:14]=[CH:13][C:7]=3[C:8](=[O:12])[NH:9][C:10]=2[CH:11]=1.Cl.[NH:26]1[CH2:31][CH2:30][CH:29]([C:32]2[CH:33]=[C:34]([CH:39]=[CH:40][CH:41]=2)[C:35]([O:37]C)=[O:36])[CH2:28][CH2:27]1.ON1C2C=CC=CC=2N=N1.N=C=N.C(=O)([O-])[O-].[N-]=C=O. Product: [CH3:1][C:2]1[C:3]([C:22]([N:26]2[CH2:31][CH2:30][CH:29]([C:32]3[CH:33]=[C:34]([CH:39]=[CH:40][CH:41]=3)[C:35]([OH:37])=[O:36])[CH2:28][CH2:27]2)=[O:24])=[CH:4][C:5]2[C:6]3[N:15]([CH:16]4[CH2:21][CH2:20][O:19][CH2:18][CH2:17]4)[N:14]=[CH:13][C:7]=3[C:8](=[O:12])[NH:9][C:10]=2[CH:11]=1. The catalyst class is: 338. (2) Reactant: [H-].[Na+].CN(C)[CH:5]=[CH:6][C:7]([C:9]1[NH:13][C:12]([CH3:14])=[N:11][CH:10]=1)=O.C(=O)(O)O.[C:20]1([NH:26][C:27]([NH2:29])=[NH:28])[CH:25]=[CH:24][CH:23]=[CH:22][CH:21]=1. Product: [NH:26]([C:27]1[N:29]=[C:7]([C:9]2[NH:13][C:12]([CH3:14])=[N:11][CH:10]=2)[CH:6]=[CH:5][N:28]=1)[C:20]1[CH:25]=[CH:24][CH:23]=[CH:22][CH:21]=1. The catalyst class is: 51.